Dataset: Serine/threonine kinase 33 screen with 319,792 compounds. Task: Binary Classification. Given a drug SMILES string, predict its activity (active/inactive) in a high-throughput screening assay against a specified biological target. (1) The molecule is O(C(C)(C)C)C(=O)C(NC(=O)c1[nH]cnc1C(=O)NC(C(OC(C)(C)C)=O)C)CCCC[NH3+]. The result is 0 (inactive). (2) The compound is O=c1[nH]c(=O)n(c2nc(N3CCCCCC3)n(c12)C\C=C\C)C. The result is 0 (inactive). (3) The molecule is [O-][N+](=O)c1c(N2CCC(CC2)=C)ccc(c1)C(=O)NCCC. The result is 0 (inactive). (4) The molecule is Brc1c(cc(NC(=O)CO\N=C\c2cc3OCOc3cc2)cc1)C. The result is 0 (inactive). (5) The molecule is FC(F)(F)c1ccc(N2CCN(CC2)C(=O)c2oc(cc2)C)nc1. The result is 0 (inactive). (6) The drug is O=C(N1CCN(CC1)CC#Cc1ccccc1)c1ccccc1. The result is 0 (inactive). (7) The molecule is s1c(Nc2c(cccc2)C)nnc1SCC(=O)Nc1c([N+]([O-])=O)cccc1. The result is 0 (inactive). (8) The compound is Clc1ccc(S(Oc2c(C(=S)N3CCOCC3)cccc2OC)(=O)=O)cc1. The result is 0 (inactive). (9) The drug is S(Oc1c(OC)cc(cc1)C(OCC)=O)(=O)(=O)c1ccccc1. The result is 0 (inactive). (10) The drug is Clc1c(CSCCNC(=O)COc2ccccc2)cccc1. The result is 0 (inactive).